Dataset: Peptide-MHC class II binding affinity with 134,281 pairs from IEDB. Task: Regression. Given a peptide amino acid sequence and an MHC pseudo amino acid sequence, predict their binding affinity value. This is MHC class II binding data. (1) The peptide sequence is HCNEMSWIQSIPFVH. The MHC is HLA-DQA10101-DQB10501 with pseudo-sequence HLA-DQA10101-DQB10501. The binding affinity (normalized) is 0.397. (2) The peptide sequence is SNLLRAIEAQQHLLQLTVWGIKQL. The MHC is DRB1_1302 with pseudo-sequence DRB1_1302. The binding affinity (normalized) is 0.255. (3) The peptide sequence is KPKVYQWFDLRKY. The MHC is DRB5_0101 with pseudo-sequence DRB5_0101. The binding affinity (normalized) is 0.574. (4) The peptide sequence is IEGITLLNAKFFHMN. The MHC is HLA-DQA10301-DQB10302 with pseudo-sequence HLA-DQA10301-DQB10302. The binding affinity (normalized) is 0.228.